This data is from hERG Central: cardiac toxicity at 1µM, 10µM, and general inhibition. The task is: Predict hERG channel inhibition at various concentrations. (1) The drug is COC(=O)c1ccc(CN2CCC(CO)(Cc3ccc(OC)cc3)CC2)cc1. Results: hERG_inhib (hERG inhibition (general)): blocker. (2) The molecule is Cc1ccccc1C(=O)NC1CC2CCCC(C1)N2Cc1ccc(Cl)cc1. Results: hERG_inhib (hERG inhibition (general)): blocker. (3) The drug is CCCn1c(N)c(C(=O)COC(=O)CNC(=O)c2ccc(C)c(C)c2)c(=O)n(C)c1=O. Results: hERG_inhib (hERG inhibition (general)): blocker. (4) The molecule is CSCCC(NC(=O)COc1ccccc1)C(=O)N(C)Cc1ccc(F)cc1. Results: hERG_inhib (hERG inhibition (general)): blocker. (5) The compound is Cc1ccccc1C(=O)N1CCN=C1SCc1ccc([N+](=O)[O-])cc1. Results: hERG_inhib (hERG inhibition (general)): blocker.